Dataset: Choline transporter screen with 302,306 compounds. Task: Binary Classification. Given a drug SMILES string, predict its activity (active/inactive) in a high-throughput screening assay against a specified biological target. (1) The compound is Clc1ccc(SCC(=O)NC(=S)Nc2c(c(ccc2)C(O)=O)C)cc1. The result is 0 (inactive). (2) The molecule is Clc1c(c2noc(c2C(=O)NCC(O)=O)C)cccc1. The result is 0 (inactive). (3) The molecule is O=C1CC(CC(=O)/C1=C(\Nc1c(OC)cccc1)C)c1ccccc1. The result is 0 (inactive). (4) The compound is s1c(C(N2CCOCC2)CNC(=O)CC)ccc1. The result is 0 (inactive). (5) The drug is Clc1ccc(CC(=O)Nc2cc(S(=O)(=O)Nc3c(F)cccc3)ccc2)cc1. The result is 0 (inactive). (6) The drug is S(c1c(CN(CCN(C)C)C)cccc1)c1c2c(ccc1)cccc2. The result is 0 (inactive). (7) The result is 0 (inactive). The compound is Clc1cc(NC(=O)c2nccnc2)c(OC)cc1. (8) The molecule is Fc1c(C(=O)CN2CCN(CC2)C)cccc1. The result is 0 (inactive). (9) The drug is S1\C(C(=O)N(NC(=O)c2ccncc2)C1=S)=C/c1sccc1. The result is 1 (active).